This data is from Catalyst prediction with 721,799 reactions and 888 catalyst types from USPTO. The task is: Predict which catalyst facilitates the given reaction. Reactant: [Cl:1][C:2]1[CH:3]=[CH:4][C:5]([O:20][CH3:21])=[C:6]([S:8][C:9]2[CH:19]=[CH:18][C:12]([C:13]([O:15]CC)=[O:14])=[CH:11][CH:10]=2)[CH:7]=1.[OH-].[Li+].Cl. Product: [Cl:1][C:2]1[CH:3]=[CH:4][C:5]([O:20][CH3:21])=[C:6]([S:8][C:9]2[CH:19]=[CH:18][C:12]([C:13]([OH:15])=[O:14])=[CH:11][CH:10]=2)[CH:7]=1. The catalyst class is: 24.